This data is from Catalyst prediction with 721,799 reactions and 888 catalyst types from USPTO. The task is: Predict which catalyst facilitates the given reaction. (1) Reactant: Br[C:2]1[CH:3]=[C:4]2[C:9](=[CH:10][CH:11]=1)[C:8](=[O:12])[NH:7][N:6]=[C:5]2[Cl:13].BrC1C=C2C(C(Cl)=NNC2=O)=CC=1.[F:27][C:28]([F:39])([F:38])[O:29][C:30]1[CH:31]=[C:32]([CH:35]=[CH:36][CH:37]=1)[CH2:33][NH2:34].C1C=CC(P(C2C(C3C(P(C4C=CC=CC=4)C4C=CC=CC=4)=CC=C4C=3C=CC=C4)=C3C(C=CC=C3)=CC=2)C2C=CC=CC=2)=CC=1.CC([O-])(C)C.[Na+]. Product: [Cl:13][C:5]1[C:4]2[C:9](=[CH:10][C:11]([NH:34][CH2:33][C:32]3[CH:35]=[CH:36][CH:37]=[C:30]([O:29][C:28]([F:27])([F:38])[F:39])[CH:31]=3)=[CH:2][CH:3]=2)[C:8](=[O:12])[NH:7][N:6]=1. The catalyst class is: 686. (2) Reactant: [CH2:1]([O:8][C@H:9]1[C@H:14]([O:15][CH2:16][C:17]2[CH:22]=[CH:21][CH:20]=[CH:19][CH:18]=2)[C@@H:13]([O:23][CH2:24][C:25]2[CH:30]=[CH:29][CH:28]=[CH:27][CH:26]=2)[C@@:12]([C:33]2[CH:38]=[CH:37][C:36]([Cl:39])=[C:35]([CH2:40][C:41]3[CH:46]=[CH:45][C:44]([O:47][CH2:48][C:49]4[CH:54]=[CH:53][CH:52]=[CH:51][CH:50]=4)=[CH:43][CH:42]=3)[CH:34]=2)([O:31][CH3:32])[O:11][C@@H:10]1[CH2:55][OH:56])[C:2]1[CH:7]=[CH:6][CH:5]=[CH:4][CH:3]=1.I(C1C=CC=CC=1C(O)=O)(=O)=O. Product: [CH2:1]([O:8][C@H:9]1[C@H:14]([O:15][CH2:16][C:17]2[CH:18]=[CH:19][CH:20]=[CH:21][CH:22]=2)[C@@H:13]([O:23][CH2:24][C:25]2[CH:30]=[CH:29][CH:28]=[CH:27][CH:26]=2)[C@@:12]([C:33]2[CH:38]=[CH:37][C:36]([Cl:39])=[C:35]([CH2:40][C:41]3[CH:42]=[CH:43][C:44]([O:47][CH2:48][C:49]4[CH:54]=[CH:53][CH:52]=[CH:51][CH:50]=4)=[CH:45][CH:46]=3)[CH:34]=2)([O:31][CH3:32])[O:11][C@@H:10]1[CH:55]=[O:56])[C:2]1[CH:3]=[CH:4][CH:5]=[CH:6][CH:7]=1. The catalyst class is: 4. (3) The catalyst class is: 18. Reactant: [Si:1]([O:8][CH2:9][C@H:10]1[O:15][C@:14]([C:18]2[CH:23]=[CH:22][C:21]([Cl:24])=[C:20]([CH2:25][C:26]3[CH:31]=[CH:30][C:29]([O:32][CH2:33][C:34]([F:37])([F:36])[F:35])=[CH:28][CH:27]=3)[CH:19]=2)([O:16][CH3:17])[C@H:13]([OH:38])[C@@H:12]([OH:39])[C@@H:11]1O)([C:4]([CH3:7])([CH3:6])[CH3:5])([CH3:3])[CH3:2].[H-].[Na+].[CH2:43](Br)[C:44]1[CH:49]=[CH:48][CH:47]=[CH:46][CH:45]=1.[CH3:51][OH:52]. Product: [CH2:51]([O:52][C@H:11]1[C@H:12]([O:39][CH2:43][C:44]2[CH:49]=[CH:48][CH:47]=[CH:46][CH:45]=2)[C@@H:13]([O:38][CH2:14][C:18]2[CH:23]=[CH:22][CH:21]=[CH:20][CH:19]=2)[C@@:14]([C:18]2[CH:23]=[CH:22][C:21]([Cl:24])=[C:20]([CH2:25][C:26]3[CH:27]=[CH:28][C:29]([O:32][CH2:33][C:34]([F:35])([F:36])[F:37])=[CH:30][CH:31]=3)[CH:19]=2)([O:16][CH3:17])[O:15][C@@H:10]1[CH2:9][O:8][Si:1]([C:4]([CH3:5])([CH3:6])[CH3:7])([CH3:2])[CH3:3])[C:29]1[CH:28]=[CH:27][CH:26]=[CH:31][CH:30]=1.